Dataset: Reaction yield outcomes from USPTO patents with 853,638 reactions. Task: Predict the reaction yield, written as a fraction of the theoretical maximum amount of product (1.0 means a 100% yield; for example, 0.34 means a 34% yield). (1) The reactants are C(NC(C)C)(C)C.C([Li])CCC.C1(S([N:22]2[C:26]3=[CH:27][N:28]=[CH:29][CH:30]=[C:25]3[CH:24]=[CH:23]2)(=O)=O)C=CC=CC=1.CN(C)CCN(C)C.[N:39]1[CH:44]=[CH:43][CH:42]=[CH:41][C:40]=1[CH:45]=[O:46].[Cl-].[NH4+]. The catalyst is O1CCCC1. The product is [N:39]1[CH:44]=[CH:43][CH:42]=[CH:41][C:40]=1[CH:45]([C:23]1[NH:22][C:26]2=[CH:27][N:28]=[CH:29][CH:30]=[C:25]2[CH:24]=1)[OH:46]. The yield is 0.120. (2) The reactants are [CH3:1][O:2][C:3](=[O:22])[CH:4]([C:11]1[CH:16]=[CH:15][C:14]([S:17]([CH3:20])(=[O:19])=[O:18])=[C:13](Br)[CH:12]=1)[CH2:5][CH:6]1[CH2:10][CH2:9][CH2:8][CH2:7]1.[Cu][C:24]#[N:25]. The catalyst is CN(C)C=O. The product is [CH3:1][O:2][C:3](=[O:22])[CH:4]([C:11]1[CH:16]=[CH:15][C:14]([S:17]([CH3:20])(=[O:19])=[O:18])=[C:13]([C:24]#[N:25])[CH:12]=1)[CH2:5][CH:6]1[CH2:10][CH2:9][CH2:8][CH2:7]1. The yield is 0.760. (3) The catalyst is CN(C=O)C. The yield is 0.280. The reactants are [CH2:1]([O:3][C:4](=[O:18])[C:5]1[CH:10]=[C:9]([CH3:11])[C:8]([N+:12]([O-:14])=[O:13])=[CH:7][C:6]=1[N+:15]([O-:17])=[O:16])[CH3:2].CO[CH:21]([N:24]([CH3:26])[CH3:25])OC. The product is [CH2:1]([O:3][C:4](=[O:18])[C:5]1[CH:10]=[C:9]([CH:11]=[CH:21][N:24]([CH3:26])[CH3:25])[C:8]([N+:12]([O-:14])=[O:13])=[CH:7][C:6]=1[N+:15]([O-:17])=[O:16])[CH3:2]. (4) The yield is 0.640. The reactants are C1(C2[CH:8]=[CH:9][C:10]3[NH:11]C4C(C=3C=2)=CC(C2C=CC=CC=2)=CC=4)C=CC=CC=1.F[C:27]1[C:32](F)=[C:31]([C:34]#[N:35])[C:30](F)=[C:29](F)[C:28]=1C1C=C(C(F)(F)F)C=C(C(F)(F)F)C=1.[H-].[Na+].C([O:57][CH2:58][CH3:59])(=O)C.[Cl-].[Na+].[OH2:62].[O:63]1[CH2:67]CCC1. The product is [CH2:59]1[C:58](=[O:57])[NH:11][C:10](=[O:62])[CH2:9][CH:8]1[N:35]1[C:67](=[O:63])[C:32]2[C:31](=[CH:30][CH:29]=[CH:28][CH:27]=2)[CH2:34]1. No catalyst specified. (5) The reactants are [F:1][C:2]1[CH:7]=[CH:6][C:5]([CH2:8][C:9]([N:11]=[C:12]=[S:13])=[O:10])=[CH:4][CH:3]=1.[NH2:14][C:15]1[CH:39]=[CH:38][C:18]([O:19][C:20]2[N:25]=[CH:24][N:23]=[C:22]([NH:26][C:27](=[O:37])[N:28]([CH3:36])[CH:29]3[CH2:34][CH2:33][N:32]([CH3:35])[CH2:31][CH2:30]3)[CH:21]=2)=[CH:17][C:16]=1[F:40].C12(CS(O)(=O)=O)C(C)(C)C(CC1)CC2=O. The catalyst is C1(C)C=CC=CC=1.C(O)C. The product is [F:40][C:16]1[CH:17]=[C:18]([CH:38]=[CH:39][C:15]=1[NH:14][C:12]([NH:11][C:9](=[O:10])[CH2:8][C:5]1[CH:4]=[CH:3][C:2]([F:1])=[CH:7][CH:6]=1)=[S:13])[O:19][C:20]1[N:25]=[CH:24][N:23]=[C:22]([NH:26][C:27](=[O:37])[N:28]([CH3:36])[CH:29]2[CH2:30][CH2:31][N:32]([CH3:35])[CH2:33][CH2:34]2)[CH:21]=1. The yield is 0.100. (6) The reactants are [CH2:1]([N:8]1[C:12]2[N:13]=[C:14](F)[N:15]=[C:16]([NH:17][C:18]3[C:23]([CH3:24])=[CH:22][C:21]([CH3:25])=[CH:20][C:19]=3[CH3:26])[C:11]=2[CH:10]=[CH:9]1)[C:2]1[CH:7]=[CH:6][CH:5]=[CH:4][CH:3]=1.[NH2:28][C:29]1[CH:36]=[CH:35][C:32]([C:33]#[N:34])=[CH:31][CH:30]=1.FC(F)(F)C(O)=O. The catalyst is FC(F)(F)CO.C(Cl)Cl. The product is [CH2:1]([N:8]1[C:12]2[N:13]=[C:14]([NH:28][C:29]3[CH:36]=[CH:35][C:32]([C:33]#[N:34])=[CH:31][CH:30]=3)[N:15]=[C:16]([NH:17][C:18]3[C:23]([CH3:24])=[CH:22][C:21]([CH3:25])=[CH:20][C:19]=3[CH3:26])[C:11]=2[CH:10]=[CH:9]1)[C:2]1[CH:7]=[CH:6][CH:5]=[CH:4][CH:3]=1. The yield is 0.640. (7) The reactants are Br[CH2:2][C:3](=[O:8])[C:4]([F:7])([F:6])[F:5].[N:9]#[C:10][NH2:11].C([O-])(=O)C.[Na+].C(=O)(O)[O-].[Na+]. The catalyst is C(O)(C)(C)C.O.C(OCC)(=O)C. The product is [F:5][C:4]([F:7])([F:6])[C:3]1[O:8][C:10]([NH2:11])=[N:9][CH:2]=1. The yield is 0.0600.